This data is from Reaction yield outcomes from USPTO patents with 853,638 reactions. The task is: Predict the reaction yield, written as a fraction of the theoretical maximum amount of product (1.0 means a 100% yield; for example, 0.34 means a 34% yield). (1) The reactants are [BH4-].[Na+].[C:3]1([S:9]([N:12]2[C:20]3[C:15](=[CH:16][C:17]([C:21](=O)[CH3:22])=[CH:18][CH:19]=3)[CH2:14][CH2:13]2)(=[O:11])=[O:10])[CH:8]=[CH:7][CH:6]=[CH:5][CH:4]=1.[OH-].[Na+]. The catalyst is C(O)(C(F)(F)F)=O.O. The product is [C:3]1([S:9]([N:12]2[C:20]3[C:15](=[CH:16][C:17]([CH2:21][CH3:22])=[CH:18][CH:19]=3)[CH2:14][CH2:13]2)(=[O:11])=[O:10])[CH:4]=[CH:5][CH:6]=[CH:7][CH:8]=1. The yield is 0.430. (2) The reactants are [CH2:1]([O:3][C:4](=[O:26])[NH:5][C:6]1[CH:11]=[CH:10][CH:9]=[C:8]([C:12]2[N:13]([CH2:24][CH3:25])[C:14]3[C:19]([C:20]=2[C:21]#[N:22])=[CH:18][CH:17]=[C:16]([OH:23])[CH:15]=3)[CH:7]=1)[CH3:2].C([O-])([O-])=O.[K+].[K+].Br[CH2:34][CH2:35][CH2:36]Cl.O. The catalyst is CN(C=O)C. The product is [CH2:1]([O:3][C:4](=[O:26])[NH:5][C:6]1[CH:11]=[CH:10][CH:9]=[C:8]([C:12]2[N:13]([CH2:24][CH3:25])[C:14]3[C:19]([C:20]=2[C:21]#[N:22])=[CH:18][CH:17]=[C:16]([O:23][CH2:34][CH2:35][CH2:36][N:13]2[CH2:14][CH2:19][CH2:20][CH2:12]2)[CH:15]=3)[CH:7]=1)[CH3:2]. The yield is 0.890. (3) The reactants are Cl[CH:2]([CH2:16][CH3:17])[CH2:3][O:4][N:5]1[C:13](=[O:14])[C:12]2[C:7](=[CH:8][CH:9]=[CH:10][CH:11]=2)[C:6]1=[O:15].[N-:18]=[N+:19]=[N-:20].[Na+]. The catalyst is CN(C=O)C.C(Cl)(Cl)Cl.O. The product is [N:18]([CH:2]([CH2:16][CH3:17])[CH2:3][O:4][N:5]1[C:13](=[O:14])[C:12]2[C:7](=[CH:8][CH:9]=[CH:10][CH:11]=2)[C:6]1=[O:15])=[N+:19]=[N-:20]. The yield is 0.990. (4) The product is [Br:1][C:2]1[C:3]([Cl:15])=[N:4][CH:5]=[C:6]([N+:9]([O-:11])=[O:10])[C:7]=1[Cl:8]. The yield is 0.660. The reactants are [Br:1][C:2]1[C:3](=O)[NH:4][CH:5]=[C:6]([N+:9]([O-:11])=[O:10])[C:7]=1[Cl:8].O=P(Cl)(Cl)[Cl:15]. The catalyst is C(#N)C.